Dataset: Full USPTO retrosynthesis dataset with 1.9M reactions from patents (1976-2016). Task: Predict the reactants needed to synthesize the given product. Given the product [ClH:19].[Br:18][C:14]1[CH:13]=[C:12]([CH:9]2[CH2:10][S:7][C:6]([NH2:5])=[N:8]2)[CH:17]=[CH:16][CH:15]=1, predict the reactants needed to synthesize it. The reactants are: C([NH:5][C:6]([NH:8][CH:9]([C:12]1[CH:17]=[CH:16][CH:15]=[C:14]([Br:18])[CH:13]=1)[CH2:10]O)=[S:7])(C)(C)C.[ClH:19].